Predict which catalyst facilitates the given reaction. From a dataset of Catalyst prediction with 721,799 reactions and 888 catalyst types from USPTO. (1) Reactant: [C:1]([O:7][CH2:8][CH3:9])(=[O:6])[CH2:2][C:3]([CH3:5])=O.[N+:10]([C:13]1[CH:20]=[CH:19][CH:18]=[CH:17][C:14]=1[CH:15]=O)([O-:12])=[O:11].[NH4+:21].[OH-:22]. Product: [CH3:5][C:3]1[NH:21][C:3]([CH3:5])=[C:2]([C:1]([O:7][CH2:8][CH3:9])=[O:22])[CH:15]([C:14]2[CH:17]=[CH:18][CH:19]=[CH:20][C:13]=2[N+:10]([O-:12])=[O:11])[C:2]=1[C:1]([O:7][CH2:8][CH3:9])=[O:6]. The catalyst class is: 14. (2) Reactant: [CH2:1]([N:3]([CH2:16][CH3:17])[S:4]([C:7]1[CH:8]=[C:9]([C:13]([OH:15])=O)[S:10][C:11]=1[CH3:12])(=[O:6])=[O:5])[CH3:2].Cl.CN(C)CCCN=C=NCC.[NH2:30][C:31]1[S:32][CH:33]=[CH:34][N:35]=1.CN1CCOCC1. Product: [S:32]1[CH:33]=[CH:34][N:35]=[C:31]1[NH:30][C:13]([C:9]1[S:10][C:11]([CH3:12])=[C:7]([S:4](=[O:5])(=[O:6])[N:3]([CH2:1][CH3:2])[CH2:16][CH3:17])[CH:8]=1)=[O:15]. The catalyst class is: 18. (3) Reactant: [F:1][C:2]1[CH:7]=[CH:6][C:5]([CH:8]2[O:12]C(=O)[NH:10][CH:9]2[CH2:14][C:15]2[CH:20]=[CH:19][CH:18]=[C:17]([O:21][CH2:22][C:23]([F:26])([F:25])[F:24])[CH:16]=2)=[CH:4][CH:3]=1.[OH-].[Na+]. Product: [NH2:10][CH:9]([CH2:14][C:15]1[CH:20]=[CH:19][CH:18]=[C:17]([O:21][CH2:22][C:23]([F:26])([F:24])[F:25])[CH:16]=1)[CH:8]([C:5]1[CH:4]=[CH:3][C:2]([F:1])=[CH:7][CH:6]=1)[OH:12]. The catalyst class is: 8. (4) Reactant: [CH:1]1([CH:7]([NH:21][C:22]2[CH:30]=[CH:29][C:25]([C:26](O)=[O:27])=[CH:24][CH:23]=2)[C:8]2[CH:12]=[C:11]([C:13]3[C:14]([CH3:19])=[N:15][O:16][C:17]=3[CH3:18])O[C:9]=2[CH3:20])[CH2:6][CH2:5][CH2:4][CH2:3][CH2:2]1.[CH3:31][NH:32][CH2:33][CH2:34][C:35]([O:37]CC)=[O:36].Cl.C(N=C=NCCCN(C)C)C.[OH2:52].OC1C2N=NNC=2C=CC=1. Product: [CH:1]1([CH:7]([NH:21][C:22]2[CH:23]=[CH:24][C:25]([C:26]([N:32]([CH3:31])[CH2:33][CH2:34][C:35]([OH:37])=[O:36])=[O:27])=[CH:29][CH:30]=2)[C:8]2[CH:12]=[C:11]([C:13]3[C:14]([CH3:19])=[N:15][O:16][C:17]=3[CH3:18])[O:52][C:9]=2[CH3:20])[CH2:2][CH2:3][CH2:4][CH2:5][CH2:6]1. The catalyst class is: 842. (5) Reactant: [F:1][C:2]([F:24])([F:23])[C:3]1[CH:4]=[C:5]([C:13]2[O:17][C:16]([C:18]([O:20]CC)=[O:19])=[CH:15][CH:14]=2)[CH:6]=[C:7]([C:9]([F:12])([F:11])[F:10])[CH:8]=1.[Li+].[OH-].Cl. Product: [F:23][C:2]([F:1])([F:24])[C:3]1[CH:4]=[C:5]([C:13]2[O:17][C:16]([C:18]([OH:20])=[O:19])=[CH:15][CH:14]=2)[CH:6]=[C:7]([C:9]([F:10])([F:11])[F:12])[CH:8]=1. The catalyst class is: 20. (6) Reactant: [Br:1][C:2]1[CH:3]=[CH:4][CH:5]=[C:6]2[C:11]=1[N:10]=[CH:9][C:8](C(O)=O)=[C:7]2[NH:15][CH2:16][C:17]1[CH:22]=[CH:21][C:20]([O:23][CH3:24])=[CH:19][CH:18]=1. Product: [Br:1][C:2]1[CH:3]=[CH:4][CH:5]=[C:6]2[C:11]=1[N:10]=[CH:9][CH:8]=[C:7]2[NH:15][CH2:16][C:17]1[CH:22]=[CH:21][C:20]([O:23][CH3:24])=[CH:19][CH:18]=1. The catalyst class is: 400. (7) Reactant: [N+:1]([CH:4]=[CH:5][C:6]1[CH:7]=[C:8]([C:16]([O:18][CH3:19])=[O:17])[CH:9]=[C:10]([CH:15]=1)[C:11]([O:13][CH3:14])=[O:12])([O-])=O.[ClH:20]. Product: [ClH:20].[NH2:1][CH2:4][CH2:5][C:6]1[CH:15]=[C:10]([C:11]([O:13][CH3:14])=[O:12])[CH:9]=[C:8]([CH:7]=1)[C:16]([O:18][CH3:19])=[O:17]. The catalyst class is: 19. (8) Reactant: [Cl:1][C:2]1[N:7]=[C:6]([C:8]([OH:10])=O)[CH:5]=[CH:4][CH:3]=1.C(N1C=CN=C1)(N1C=CN=C1)=O.[Mg+].[C:24]([O:30][CH2:31][CH3:32])(=[O:29])[CH2:25]C([O-])=O.O. Product: [Cl:1][C:2]1[N:7]=[C:6]([C:8](=[O:10])[CH2:25][C:24]([O:30][CH2:31][CH3:32])=[O:29])[CH:5]=[CH:4][CH:3]=1. The catalyst class is: 7.